From a dataset of Full USPTO retrosynthesis dataset with 1.9M reactions from patents (1976-2016). Predict the reactants needed to synthesize the given product. (1) Given the product [CH3:28][O:27][C:22]([C:7]1[C:6]([CH3:13])=[CH:5][NH:9][CH:8]=1)=[O:26], predict the reactants needed to synthesize it. The reactants are: N1[C:6]2=[CH:7][CH:8]=[N:9][C:5]2=C(C(N)=O)N=N1.[C:13](N)(=O)C1C=CC=CC=1.[C:22]([O:27][CH3:28])(=[O:26])/C=C/C.S(C[N+]#[C-])(C1C=CC(C)=CC=1)(=O)=O. (2) Given the product [Cl:11][C:7]1[C:8]([Cl:10])=[CH:9][C:4]([CH:1]([OH:3])[CH3:2])=[C:5]([O:23][CH3:24])[C:6]=1[CH:12]1[CH2:13][N:14]([C:16]([O:18][C:19]([CH3:20])([CH3:22])[CH3:21])=[O:17])[CH2:15]1, predict the reactants needed to synthesize it. The reactants are: [C:1]([C:4]1[C:5]([O:23][CH3:24])=[C:6]([CH:12]2[CH2:15][N:14]([C:16]([O:18][C:19]([CH3:22])([CH3:21])[CH3:20])=[O:17])[CH2:13]2)[C:7]([Cl:11])=[C:8]([Cl:10])[CH:9]=1)(=[O:3])[CH3:2].[BH4-].[Na+].C(O)(=O)C.C(=O)(O)[O-].[Na+].